From a dataset of Full USPTO retrosynthesis dataset with 1.9M reactions from patents (1976-2016). Predict the reactants needed to synthesize the given product. (1) Given the product [F:1][C:2]1[CH:7]=[C:6]([C:8]2[CH:9]=[CH:10][C:11]([CH2:14][CH2:15][CH2:16][CH2:17][CH3:18])=[CH:12][CH:13]=2)[CH:5]=[C:4]([F:19])[C:3]=1[CH:25]=[O:26], predict the reactants needed to synthesize it. The reactants are: [F:1][C:2]1[CH:7]=[C:6]([C:8]2[CH:13]=[CH:12][C:11]([CH2:14][CH2:15][CH2:16][CH2:17][CH3:18])=[CH:10][CH:9]=2)[CH:5]=[C:4]([F:19])[CH:3]=1.[Li]CCCC.[CH:25](N1CCCCC1)=[O:26].O. (2) Given the product [CH3:4][C:2]([C:5]1[CH:10]=[CH:9][C:8]([S:11]([NH:14][C:15]2[C:16]([O:31][C:32]3[CH:33]=[CH:34][CH:35]=[CH:36][C:37]=3[O:38][CH3:39])=[C:17]([O:27][CH2:28][CH2:29][OH:30])[N:18]=[C:19]([C:21]3[N:26]=[CH:25][CH:24]=[CH:23][N:22]=3)[N:20]=2)(=[O:12])=[O:13])=[CH:7][CH:6]=1)([CH3:1])[CH3:3], predict the reactants needed to synthesize it. The reactants are: [CH3:1][C:2]([C:5]1[CH:6]=[CH:7][C:8]([S:11]([NH:14][C:15]2[C:16]([O:31][C:32]3[CH:33]=[CH:34][CH:35]=[CH:36][C:37]=3[O:38][CH3:39])=[C:17]([O:27][CH2:28][CH2:29][OH:30])[N:18]=[C:19]([C:21]3[N:22]=[CH:23][CH:24]=[CH:25][N:26]=3)[N:20]=2)(=[O:13])=[O:12])=[CH:9][CH:10]=1)([CH3:4])[CH3:3].[K]. (3) The reactants are: [F:1][C:2]1[CH:7]=[CH:6][CH:5]=[CH:4][C:3]=1[S:8](Cl)(=[O:10])=[O:9].[CH3:12][N:13]1[CH2:18][CH2:17][CH:16]([C:19]2[C:27]3[C:22](=[CH:23][CH:24]=[C:25]([OH:28])[CH:26]=3)[NH:21][CH:20]=2)[CH2:15][CH2:14]1.[OH-].[Na+]. Given the product [CH3:12][N:13]1[CH2:18][CH2:17][CH:16]([C:19]2[C:27]3[C:22](=[CH:23][CH:24]=[C:25]([O:28][S:8]([C:3]4[CH:4]=[CH:5][CH:6]=[CH:7][C:2]=4[F:1])(=[O:10])=[O:9])[CH:26]=3)[NH:21][CH:20]=2)[CH2:15][CH2:14]1, predict the reactants needed to synthesize it. (4) Given the product [C:8]([O:12][C:13](=[O:39])[CH2:14][N:15]([C:24]1[CH:29]=[CH:28][C:27]([C:67]2([OH:97])[C:68]3[CH:69]=[C:70]([F:96])[C:71]([O:89][CH2:90][O:91][CH2:92][CH2:93][O:94][CH3:95])=[CH:72][C:73]=3[O:74][C:75]3[C:80]2=[CH:79][C:78]([F:81])=[C:77]([O:82][CH2:83][O:84][CH2:85][CH2:86][O:87][CH3:88])[CH:76]=3)=[CH:26][C:25]=1[O:31][CH2:32][C:33]1[CH:38]=[CH:37][CH:36]=[CH:35][CH:34]=1)[CH2:16][C:17]([O:19][C:20]([CH3:23])([CH3:22])[CH3:21])=[O:18])([CH3:11])([CH3:10])[CH3:9], predict the reactants needed to synthesize it. The reactants are: C1(O)C=CC=CC=1.[C:8]([O:12][C:13](=[O:39])[CH2:14][N:15]([C:24]1[CH:29]=[CH:28][C:27](Br)=[CH:26][C:25]=1[O:31][CH2:32][C:33]1[CH:38]=[CH:37][CH:36]=[CH:35][CH:34]=1)[CH2:16][C:17]([O:19][C:20]([CH3:23])([CH3:22])[CH3:21])=[O:18])([CH3:11])([CH3:10])[CH3:9].C(OC(C(NC1C=CC([C:67]2([OH:97])[C:80]3[CH:79]=[C:78]([F:81])[C:77]([O:82][CH2:83][O:84][CH2:85][CH2:86][O:87][CH3:88])=[CH:76][C:75]=3[O:74][C:73]3[C:68]2=[CH:69][C:70]([F:96])=[C:71]([O:89][CH2:90][O:91][CH2:92][CH2:93][O:94][CH3:95])[CH:72]=3)=CC=1OCC(O)=O)C(OC(C)(C)C)=O)=O)(C)(C)C.NC1C=CC=CC=1O.N(CC(O)=O)CC(O)=O. (5) Given the product [F:20][C:17]1[CH:16]=[C:15]([C:21]#[N:22])[C:14]([C:12]2[CH:13]=[C:8]([C:4]3[CH:3]=[C:2]([C:27]4[C:26]([F:25])=[CH:31][C:30]([F:36])=[CH:29][N:28]=4)[N:7]=[N:6][CH:5]=3)[CH:9]=[CH:10][C:11]=2[F:23])=[CH:19][CH:18]=1, predict the reactants needed to synthesize it. The reactants are: Cl[C:2]1[N:7]=[N:6][CH:5]=[C:4]([C:8]2[CH:9]=[CH:10][C:11]([F:23])=[C:12]([C:14]3[C:15]([C:21]#[N:22])=[CH:16][C:17]([F:20])=[CH:18][CH:19]=3)[CH:13]=2)[CH:3]=1.[Cl-].[F:25][C:26]1[C:27]([Zn+])=[N:28][CH:29]=[C:30]([F:36])[C:31]=1[Si](C)(C)C.